From a dataset of Catalyst prediction with 721,799 reactions and 888 catalyst types from USPTO. Predict which catalyst facilitates the given reaction. Reactant: [CH3:1][O:2][C:3]1[CH:24]=[CH:23][C:6]([CH2:7][N:8]2[CH2:14][C:13]3[CH:15]=[C:16]([C:19]([O:21][CH3:22])=[O:20])[CH:17]=[CH:18][C:12]=3[NH:11][CH2:10][CH2:9]2)=[CH:5][CH:4]=1.[C:25]([O-])([O-])=O.[Cs+].[Cs+].CI.O. Product: [CH3:1][O:2][C:3]1[CH:4]=[CH:5][C:6]([CH2:7][N:8]2[CH2:14][C:13]3[CH:15]=[C:16]([C:19]([O:21][CH3:22])=[O:20])[CH:17]=[CH:18][C:12]=3[N:11]([CH3:25])[CH2:10][CH2:9]2)=[CH:23][CH:24]=1. The catalyst class is: 23.